Dataset: Reaction yield outcomes from USPTO patents with 853,638 reactions. Task: Predict the reaction yield, written as a fraction of the theoretical maximum amount of product (1.0 means a 100% yield; for example, 0.34 means a 34% yield). (1) The reactants are [Cl:1][C:2]1[CH:3]=[C:4]([C:8]([C:11]2[CH:15]=[CH:14][O:13][CH:12]=2)([OH:10])[CH3:9])[CH:5]=[CH:6][CH:7]=1.N1C=CN=C1.[CH3:21][Si:22](Cl)([CH3:24])[CH3:23].C([O-])(O)=O.[Na+]. The product is [Cl:1][C:2]1[CH:3]=[C:4]([C:8]([C:11]2[CH:15]=[CH:14][O:13][CH:12]=2)([O:10][Si:22]([CH3:24])([CH3:23])[CH3:21])[CH3:9])[CH:5]=[CH:6][CH:7]=1. The yield is 0.840. The catalyst is CN(C=O)C. (2) The reactants are [Cl:1][C:2]1[C:7]([CH2:8][CH:9]=[O:10])=[C:6]([Cl:11])[N:5]=[CH:4][N:3]=1.[BH4-].[Na+]. The catalyst is CO. The product is [Cl:11][C:6]1[C:7]([CH2:8][CH2:9][OH:10])=[C:2]([Cl:1])[N:3]=[CH:4][N:5]=1. The yield is 0.630. (3) The reactants are [F:1][C:2]1[CH:7]=[CH:6][CH:5]=[CH:4][C:3]=1[C:8](=[O:11])[CH2:9][CH3:10].[N+:12]([O-])([OH:14])=[O:13]. The catalyst is S(=O)(=O)(O)O. The product is [F:1][C:2]1[CH:7]=[CH:6][C:5]([N+:12]([O-:14])=[O:13])=[CH:4][C:3]=1[C:8](=[O:11])[CH2:9][CH3:10]. The yield is 0.580. (4) The reactants are Br[C:2]1[CH:11]=[C:10]2[C:5]([CH:6]=[C:7]([NH:12][C:13]([CH:15]3[CH2:17][CH2:16]3)=[O:14])[N:8]=[CH:9]2)=[CH:4][CH:3]=1.N1C2C(=CC=C3C=2N=CC=C3)C=CC=1.C(=O)([O-])[O-].[Cs+].[Cs+].[CH:38]1([OH:42])[CH2:41][CH2:40][CH2:39]1. The catalyst is [Cu]I. The product is [CH:38]1([O:42][C:2]2[CH:11]=[C:10]3[C:5]([CH:6]=[C:7]([NH:12][C:13]([CH:15]4[CH2:17][CH2:16]4)=[O:14])[N:8]=[CH:9]3)=[CH:4][CH:3]=2)[CH2:41][CH2:40][CH2:39]1. The yield is 0.120. (5) The reactants are [NH:1]1[CH2:6][C:5](=[O:7])[NH:4][CH2:3][C:2]1=[O:8].[C:9]([O-:12])(=O)[CH3:10].[Na+].[C:14](OC(=O)C)(=[O:16])[CH3:15]. No catalyst specified. The product is [C:14]([N:1]1[CH2:6][C:5](=[O:7])[N:4]([C:9](=[O:12])[CH3:10])[CH2:3][C:2]1=[O:8])(=[O:16])[CH3:15]. The yield is 0.610. (6) The reactants are ClC1C=C(C=CC=1)C(OO)=[O:6].[F:12][C:13]([F:27])([F:26])[CH2:14][C:15]1[CH:20]=[CH:19][CH:18]=[C:17]([CH2:21][C:22]([F:25])([F:24])[F:23])[N:16]=1. The catalyst is C(Cl)(Cl)Cl. The product is [F:27][C:13]([F:12])([F:26])[CH2:14][C:15]1[CH:20]=[CH:19][CH:18]=[C:17]([CH2:21][C:22]([F:25])([F:24])[F:23])[N+:16]=1[O-:6]. The yield is 0.580. (7) The reactants are [I:1][C:2]1[CH:3]=[C:4]2[C:9](=[CH:10][CH:11]=1)[N:8]=[CH:7][N:6]=[C:5]2[CH:12]1[CH2:17][CH2:16][NH:15][CH2:14][CH2:13]1.[N+](C1C=CC([O:27][C:28](=O)[NH:29][C:30]2[CH:35]=[CH:34][C:33]([O:36][CH:37]([CH3:39])[CH3:38])=[CH:32][CH:31]=2)=CC=1)([O-])=O.CCN(C(C)C)C(C)C. The catalyst is C(Cl)(Cl)Cl. The product is [CH:37]([O:36][C:33]1[CH:34]=[CH:35][C:30]([NH:29][C:28]([N:15]2[CH2:16][CH2:17][CH:12]([C:5]3[C:4]4[C:9](=[CH:10][CH:11]=[C:2]([I:1])[CH:3]=4)[N:8]=[CH:7][N:6]=3)[CH2:13][CH2:14]2)=[O:27])=[CH:31][CH:32]=1)([CH3:39])[CH3:38]. The yield is 0.420. (8) The reactants are [Cl:1][C:2]1[C:3]([F:28])=[C:4]([CH:8]2[C:12]([C:15]3[CH:20]=[CH:19][C:18]([Cl:21])=[CH:17][C:16]=3[F:22])([C:13]#[N:14])[CH:11]([CH2:23][C:24]([CH3:27])([CH3:26])[CH3:25])[CH2:10][NH:9]2)[CH:5]=[CH:6][CH:7]=1.C(N(CC)CC)C.[C:36](Cl)(Cl)=[O:37].CC1(C)[O:45][C@@H:44]([CH2:46][CH2:47][NH2:48])[CH2:43][O:42]1.CC1C=CC(S([O-])(=O)=O)=CC=1.C1C=C[NH+]=CC=1. The catalyst is C(Cl)Cl.CO. The product is [OH:45][C@H:44]([CH2:43][OH:42])[CH2:46][CH2:47][NH:48][C:36]([N:9]1[CH2:10][CH:11]([CH2:23][C:24]([CH3:25])([CH3:27])[CH3:26])[C:12]([C:15]2[CH:20]=[CH:19][C:18]([Cl:21])=[CH:17][C:16]=2[F:22])([C:13]#[N:14])[CH:8]1[C:4]1[CH:5]=[CH:6][CH:7]=[C:2]([Cl:1])[C:3]=1[F:28])=[O:37]. The yield is 0.395. (9) The reactants are C(OC)(=O)C=C.OC1CSC(O)CS1.C(=O)([O-])[O-].[Na+].[Na+].O[CH:22]1[CH:26]([C:27]([O:29][CH3:30])=[O:28])[CH2:25][S:24][CH2:23]1.CS(Cl)(=O)=O. The catalyst is C(#N)C.C1(C)C=CC=CC=1.C(N(CC)CC)C. The product is [CH3:30][O:29][C:27]([C:26]1[CH2:25][S:24][CH2:23][CH:22]=1)=[O:28]. The yield is 0.544.